From a dataset of Reaction yield outcomes from USPTO patents with 853,638 reactions. Predict the reaction yield, written as a fraction of the theoretical maximum amount of product (1.0 means a 100% yield; for example, 0.34 means a 34% yield). (1) The reactants are [Li]CCCC.CCCCCC.Br[C:13]1[CH:14]=[C:15]2[C:20](=[CH:21][CH:22]=1)[N:19]=[C:18]([O:23][CH3:24])[CH:17]=[C:16]2[C:25]1[CH:30]=[CH:29][CH:28]=[C:27]([Cl:31])[CH:26]=1.[I:32][C:33]1[CH:34]=[C:35]([CH:42]=[CH:43][CH:44]=1)[C:36](N(OC)C)=[O:37]. The catalyst is C1COCC1.CCOC(C)=O. The product is [Cl:31][C:27]1[CH:26]=[C:25]([C:16]2[C:15]3[C:20](=[CH:21][CH:22]=[C:13]([C:36]([C:35]4[CH:42]=[CH:43][CH:44]=[C:33]([I:32])[CH:34]=4)=[O:37])[CH:14]=3)[N:19]=[C:18]([O:23][CH3:24])[CH:17]=2)[CH:30]=[CH:29][CH:28]=1. The yield is 1.00. (2) The reactants are Cl.CON.[CH3:5][N:6]([CH3:9])[CH:7]=[O:8].[H-].[Na+].CS(C1O[C:18]([C:21]2[CH:22]=[CH:23][C:24]3[O:28][CH:27]=[C:26]([C:29]4[CH:34]=[CH:33][CH:32]=[C:31]([O:35][C:36]([F:39])([F:38])[F:37])[CH:30]=4)[C:25]=3[CH:40]=2)=[N:19][N:20]=1)(=O)=O. The catalyst is C(OCC)(=O)C.O1CCCC1. The product is [CH3:5][N:6]([CH3:9])[C:7]1[O:8][C:18]([C:21]2[CH:22]=[CH:23][C:24]3[O:28][CH:27]=[C:26]([C:29]4[CH:34]=[CH:33][CH:32]=[C:31]([O:35][C:36]([F:37])([F:39])[F:38])[CH:30]=4)[C:25]=3[CH:40]=2)=[N:19][N:20]=1. The yield is 0.120. (3) The reactants are [C:1](=[O:41])([O:3][C@@H:4]1[C@@H:5]([O:39][CH3:40])[CH:6]=[CH:7][CH:8]=[C:9]([CH3:38])[C:10](=[O:37])[NH:11][C:12]2[C:31](=[O:32])[C:16]([CH2:17][C@@H:18]([CH3:30])[CH2:19][C@H:20]([O:28][CH3:29])[C@H:21]([OH:27])[C@@H:22]([CH3:26])[CH:23]=[C:24]1[CH3:25])=[C:15]([O:33][CH3:34])[C:14](=[O:35])[C:13]=2I)[NH2:2].[C:42]1([As]([C:44]2[CH:45]=[CH:46]C=[CH:42][CH:43]=2)[C:44]2[CH:45]=[CH:46]C=[CH:42][CH:43]=2)C=[CH:46][CH:45]=[CH:44][CH:43]=1.C([Sn](CCCC)(CCCC)C1C=CC(OC)=CC=1)CCC.C[N:83](C=O)C. The catalyst is C1C=CC(/C=C/C(/C=C/C2C=CC=CC=2)=O)=CC=1.C1C=CC(/C=C/C(/C=C/C2C=CC=CC=2)=O)=CC=1.C1C=CC(/C=C/C(/C=C/C2C=CC=CC=2)=O)=CC=1.[Pd].[Pd].[Cu]I. The product is [C:1](=[O:41])([O:3][C@@H:4]1[C@@H:5]([O:39][CH3:40])[CH:6]=[CH:7][CH:8]=[C:9]([CH3:38])[C:10](=[O:37])[NH:11][C:12]2[C:31](=[O:32])[C:16]([CH2:17][C@@H:18]([CH3:30])[CH2:19][C@H:20]([O:28][CH3:29])[C@H:21]([OH:27])[C@@H:22]([CH3:26])[CH:23]=[C:24]1[CH3:25])=[C:15]([O:33][CH3:34])[C:14](=[O:35])[C:13]=2[C:46]1[CH:45]=[CH:44][CH:43]=[CH:42][N:83]=1)[NH2:2]. The yield is 0.300. (4) The reactants are [F:1][C:2]1[CH:3]=[CH:4][C:5]([NH:8][NH2:9])=[N:6][CH:7]=1.[CH3:10][N:11]([CH3:15])[C:12](Cl)=[O:13].CCN(C(C)C)C(C)C. The catalyst is C(Cl)Cl. The product is [F:1][C:2]1[CH:3]=[CH:4][C:5]([NH:8][NH:9][C:12]([N:11]([CH3:15])[CH3:10])=[O:13])=[N:6][CH:7]=1. The yield is 0.770. (5) The reactants are [F:1][C:2]1[CH:7]=[CH:6][C:5]([NH:8][C:9]([C:11]2([C:14]([OH:16])=O)[CH2:13][CH2:12]2)=[O:10])=[CH:4][CH:3]=1.C1(C(O)=O)(C(O)=O)CC1.FC1C=CC([NH2:31])=CC=1.[CH3:34][O:35][C:36]1[CH:62]=[CH:61][C:39]([CH2:40][N:41]2[C:45]3=[N:46][CH:47]=[CH:48][C:49]([O:50][C:51]4[C:56]([Cl:57])=[CH:55][C:54](N)=[CH:53][C:52]=4[Cl:59])=[C:44]3[C:43]([CH3:60])=[N:42]2)=[CH:38][CH:37]=1. No catalyst specified. The product is [Cl:59][C:52]1[CH:53]=[C:54]([N:8]([C:5]2[CH:4]=[CH:3][C:2]([F:1])=[CH:7][CH:6]=2)[C:9]([C:11]2([C:14]([NH2:31])=[O:16])[CH2:12][CH2:13]2)=[O:10])[CH:55]=[C:56]([Cl:57])[C:51]=1[O:50][C:49]1[CH:48]=[CH:47][N:46]=[C:45]2[N:41]([CH2:40][C:39]3[CH:61]=[CH:62][C:36]([O:35][CH3:34])=[CH:37][CH:38]=3)[N:42]=[C:43]([CH3:60])[C:44]=12. The yield is 0.0700. (6) The reactants are [F:1][C:2]1[CH:7]=[CH:6][CH:5]=[CH:4][C:3]=1[N:8]([C:20](=O)[C@@H:21]([NH:24][C:25](=[O:31])[O:26][C:27]([CH3:30])([CH3:29])[CH3:28])[CH2:22][CH3:23])[C:9](=[O:19])[C:10]1[CH:15]=[CH:14][CH:13]=[CH:12][C:11]=1[N+:16]([O-])=O. The catalyst is C(O)(=O)C.[Zn]. The product is [F:1][C:2]1[CH:7]=[CH:6][CH:5]=[CH:4][C:3]=1[N:8]1[C:9](=[O:19])[C:10]2[C:11](=[CH:12][CH:13]=[CH:14][CH:15]=2)[N:16]=[C:20]1[C@@H:21]([NH:24][C:25](=[O:31])[O:26][C:27]([CH3:30])([CH3:29])[CH3:28])[CH2:22][CH3:23]. The yield is 0.590. (7) The reactants are [CH3:1][C:2]([OH:5])([CH3:4])[CH3:3].Cl[S:7]([N:10]=[C:11]=[O:12])(=[O:9])=[O:8].Cl.[F:14][C:15]1([F:20])[CH2:19][CH2:18][NH:17][CH2:16]1. The catalyst is C(Cl)Cl. The product is [C:11]([NH:10][S:7]([N:17]1[CH2:18][CH2:19][C:15]([F:20])([F:14])[CH2:16]1)(=[O:9])=[O:8])([O:5][C:2]([CH3:4])([CH3:3])[CH3:1])=[O:12]. The yield is 0.500. (8) The yield is 0.780. The catalyst is O.C(OCC)(=O)C. The reactants are [Cl-].O[NH3+:3].[C:4](=[O:7])([O-])[OH:5].[Na+].CS(C)=O.[CH2:13]([C:17]1[N:18]=[C:19]([CH3:47])[N:20]([C:39]2[CH:44]=[CH:43][C:42]([O:45][CH3:46])=[CH:41][CH:40]=2)[C:21](=[O:38])[C:22]=1[CH2:23][C:24]1[CH:29]=[CH:28][C:27]([C:30]2[C:31]([C:36]#[N:37])=[CH:32][CH:33]=[CH:34][CH:35]=2)=[CH:26][CH:25]=1)[CH2:14][CH2:15][CH3:16]. The product is [CH2:13]([C:17]1[N:18]=[C:19]([CH3:47])[N:20]([C:39]2[CH:40]=[CH:41][C:42]([O:45][CH3:46])=[CH:43][CH:44]=2)[C:21](=[O:38])[C:22]=1[CH2:23][C:24]1[CH:25]=[CH:26][C:27]([C:30]2[CH:35]=[CH:34][CH:33]=[CH:32][C:31]=2[C:36]2[NH:3][C:4](=[O:7])[O:5][N:37]=2)=[CH:28][CH:29]=1)[CH2:14][CH2:15][CH3:16]. (9) The reactants are Cl.[NH2:2][C:3]1[CH:4]=[CH:5][C:6]([OH:12])=[C:7]([CH:11]=1)[C:8]([OH:10])=[O:9].[CH3:13]O. No catalyst specified. The product is [NH2:2][C:3]1[CH:4]=[CH:5][C:6]([OH:12])=[C:7]([CH:11]=1)[C:8]([O:10][CH3:13])=[O:9]. The yield is 0.785. (10) The reactants are [Cl:1][C:2]1[CH:3]=[CH:4][C:5]([OH:12])=[C:6]([CH:11]=1)[C:7]([O:9][CH3:10])=[O:8].CC1C=CC(S(O[CH2:24][CH2:25][Cl:26])(=O)=O)=CC=1.C([O-])([O-])=O.[Cs+].[Cs+].O. The catalyst is CN(C=O)C. The product is [Cl:1][C:2]1[CH:3]=[CH:4][C:5]([O:12][CH2:24][CH2:25][Cl:26])=[C:6]([CH:11]=1)[C:7]([O:9][CH3:10])=[O:8]. The yield is 0.880.